Predict the product of the given reaction. From a dataset of Forward reaction prediction with 1.9M reactions from USPTO patents (1976-2016). Given the reactants C1(C)C=CC=CC=1.[CH3:8][C@H:9]1[CH2:14][C@@H:13]([OH:15])[C@H:12]([C:16]([CH3:18])=[CH2:17])[CH2:11][CH2:10]1, predict the reaction product. The product is: [CH3:8][C@@H:9]1[CH2:14][C@H:13]([OH:15])[C@@H:12]([C:16]([CH3:18])=[CH2:17])[CH2:11][CH2:10]1.